Dataset: Forward reaction prediction with 1.9M reactions from USPTO patents (1976-2016). Task: Predict the product of the given reaction. The product is: [Cl:18][C:19]1[S:23][C:22](/[CH:24]=[CH:25]/[S:26]([N:29]2[CH2:34][CH2:33][N:32]([C:15]([CH:12]3[CH2:11][CH2:10][N:9]([C:4]4[CH:5]=[CH:6][C:7](=[O:8])[N:2]([CH3:1])[N:3]=4)[CH2:14][CH2:13]3)=[O:17])[CH2:31][CH2:30]2)(=[O:28])=[O:27])=[CH:21][CH:20]=1. Given the reactants [CH3:1][N:2]1[C:7](=[O:8])[CH:6]=[CH:5][C:4]([N:9]2[CH2:14][CH2:13][CH:12]([C:15]([OH:17])=O)[CH2:11][CH2:10]2)=[N:3]1.[Cl:18][C:19]1[S:23][C:22](/[CH:24]=[CH:25]/[S:26]([N:29]2[CH2:34][CH2:33][NH:32][CH2:31][CH2:30]2)(=[O:28])=[O:27])=[CH:21][CH:20]=1.CN(C)C=O.C(OCC)(=O)C, predict the reaction product.